This data is from Full USPTO retrosynthesis dataset with 1.9M reactions from patents (1976-2016). The task is: Predict the reactants needed to synthesize the given product. (1) Given the product [Br:30][C:6]1[C:5]2[C:4]([S:19]([CH3:22])(=[O:21])=[O:20])=[CH:3][C:2]([F:1])=[CH:10][C:9]=2[N:8]2[CH2:11][CH2:12][CH:13]([CH2:14][C:15]([O:17][CH3:18])=[O:16])[C:7]=12, predict the reactants needed to synthesize it. The reactants are: [F:1][C:2]1[CH:3]=[C:4]([S:19]([CH3:22])(=[O:21])=[O:20])[C:5]2[CH:6]=[C:7]3[CH:13]([CH2:14][C:15]([O:17][CH3:18])=[O:16])[CH2:12][CH2:11][N:8]3[C:9]=2[CH:10]=1.C1C(=O)N([Br:30])C(=O)C1.S([O-])([O-])(=O)=S.[Na+].[Na+]. (2) Given the product [F:7][C:6]([F:9])([F:8])[CH2:5][C:4]([NH:12][NH2:13])=[O:3], predict the reactants needed to synthesize it. The reactants are: C([O:3][C:4](=O)[CH2:5][C:6]([F:9])([F:8])[F:7])C.O.[NH2:12][NH2:13]. (3) Given the product [C:1]([C:5]1[N:10]=[CH:9][C:8]([C:11]2[N:12]([C:32]([N:41]3[CH2:40][CH2:39][N:38]([CH2:44][CH2:45][O:46][CH2:47][CH2:48][OH:49])[CH2:43][CH2:42]3)=[O:33])[C@@:13]([C:25]3[CH:26]=[CH:27][C:28]([Cl:31])=[CH:29][CH:30]=3)([CH3:24])[C@@:14]([C:17]3[CH:22]=[CH:21][C:20]([Cl:23])=[CH:19][CH:18]=3)([CH3:16])[N:15]=2)=[C:7]([O:35][CH2:36][CH3:37])[CH:6]=1)([CH3:2])([CH3:3])[CH3:4], predict the reactants needed to synthesize it. The reactants are: [C:1]([C:5]1[N:10]=[CH:9][C:8]([C:11]2[N:12]([C:32](Cl)=[O:33])[C@@:13]([C:25]3[CH:30]=[CH:29][C:28]([Cl:31])=[CH:27][CH:26]=3)([CH3:24])[C@@:14]([C:17]3[CH:22]=[CH:21][C:20]([Cl:23])=[CH:19][CH:18]=3)([CH3:16])[N:15]=2)=[C:7]([O:35][CH2:36][CH3:37])[CH:6]=1)([CH3:4])([CH3:3])[CH3:2].[N:38]1([CH2:44][CH2:45][O:46][CH2:47][CH2:48][OH:49])[CH2:43][CH2:42][NH:41][CH2:40][CH2:39]1. (4) Given the product [Cl:10][CH2:8][CH2:7][C:6]([C:3]1[CH:4]=[CH:5][S:1][CH:2]=1)=[O:9], predict the reactants needed to synthesize it. The reactants are: [S:1]1[CH:5]=[CH:4][C:3]([C:6](=[O:9])[CH:7]=[CH2:8])=[CH:2]1.[Cl:10]CCl. (5) Given the product [N:19]1([C:17]([C:12]2[CH:13]=[C:14]3[C:9]([C:8]4[CH:7]=[C:6]([CH:25]5[CH2:30][CH2:29][NH:28][CH2:27][CH2:26]5)[CH:5]=[C:4]([C:1]([NH2:2])=[O:3])[C:16]=4[NH:15]3)=[CH:10][CH:11]=2)=[O:18])[CH2:20][CH2:21][O:22][CH2:23][CH2:24]1, predict the reactants needed to synthesize it. The reactants are: [C:1]([C:4]1[C:16]2[NH:15][C:14]3[C:9](=[CH:10][CH:11]=[C:12]([C:17]([N:19]4[CH2:24][CH2:23][O:22][CH2:21][CH2:20]4)=[O:18])[CH:13]=3)[C:8]=2[CH:7]=[C:6]([CH:25]2[CH2:30][CH2:29][N:28](C(OC(C)(C)C)=O)[CH2:27][CH2:26]2)[CH:5]=1)(=[O:3])[NH2:2].FC(F)(F)C(O)=O. (6) Given the product [CH3:41][O:40][C:37]1[CH:38]=[CH:39][C:34]([C@@H:32]([N:30]2[CH2:31][C@H:27]([C@H:25]([O:23][C:15]3[N:14]=[C:13]([C:5]4[CH:4]=[C:3]([O:2][CH3:1])[C:8]([O:9][CH3:10])=[C:7]([O:11][CH3:12])[CH:6]=4)[CH:22]=[C:21]4[C:16]=3[CH:17]=[CH:18][CH:19]=[N:20]4)[CH3:26])[CH2:28][C:29]2=[O:42])[CH3:33])=[CH:35][CH:36]=1, predict the reactants needed to synthesize it. The reactants are: [CH3:1][O:2][C:3]1[CH:4]=[C:5]([C:13]2[N:14]=[C:15]([OH:23])[C:16]3[CH:17]=[CH:18][CH:19]=[N:20][C:21]=3[CH:22]=2)[CH:6]=[C:7]([O:11][CH3:12])[C:8]=1[O:9][CH3:10].O[C@H:25]([C@H:27]1[CH2:31][N:30]([C@H:32]([C:34]2[CH:39]=[CH:38][C:37]([O:40][CH3:41])=[CH:36][CH:35]=2)[CH3:33])[C:29](=[O:42])[CH2:28]1)[CH3:26].C1(P(C2C=CC=CC=2)C2C=CC=CC=2)C=CC=CC=1.CC(OC(/N=N/C(OC(C)C)=O)=O)C. (7) Given the product [F:9][C:10]1[C:17]([O:18][CH3:19])=[CH:16][CH:15]=[CH:14][C:11]=1[CH:12]=[N:7][OH:8], predict the reactants needed to synthesize it. The reactants are: C(=O)([O-])O.[Na+].Cl.[NH2:7][OH:8].[F:9][C:10]1[C:17]([O:18][CH3:19])=[CH:16][CH:15]=[CH:14][C:11]=1[CH:12]=O.